Predict the reaction yield, written as a fraction of the theoretical maximum amount of product (1.0 means a 100% yield; for example, 0.34 means a 34% yield). From a dataset of Reaction yield outcomes from USPTO patents with 853,638 reactions. The reactants are [Cl:1][C:2]1[CH:7]=[C:6]([Cl:8])[CH:5]=[CH:4][C:3]=1[CH:9]([OH:28])[C:10]1[N:14]([CH2:15][CH2:16][CH2:17][OH:18])[C:13]2[C:19]([N:23]([CH2:26][CH3:27])[CH2:24][CH3:25])=[CH:20][CH:21]=[CH:22][C:12]=2[N:11]=1. The catalyst is O1CCCC1.[O-2].[O-2].[Mn+4]. The product is [Cl:1][C:2]1[CH:7]=[C:6]([Cl:8])[CH:5]=[CH:4][C:3]=1[C:9]([C:10]1[N:14]([CH2:15][CH2:16][CH2:17][OH:18])[C:13]2[C:19]([N:23]([CH2:26][CH3:27])[CH2:24][CH3:25])=[CH:20][CH:21]=[CH:22][C:12]=2[N:11]=1)=[O:28]. The yield is 0.990.